From a dataset of Peptide-MHC class I binding affinity with 185,985 pairs from IEDB/IMGT. Regression. Given a peptide amino acid sequence and an MHC pseudo amino acid sequence, predict their binding affinity value. This is MHC class I binding data. (1) The peptide sequence is ETKGKRRLL. The MHC is HLA-B40:01 with pseudo-sequence HLA-B40:01. The binding affinity (normalized) is 0.0847. (2) The peptide sequence is NQILEENVEV. The MHC is HLA-A02:06 with pseudo-sequence HLA-A02:06. The binding affinity (normalized) is 0.628. (3) The peptide sequence is SFNCGGEFF. The MHC is HLA-B54:01 with pseudo-sequence HLA-B54:01. The binding affinity (normalized) is 0. (4) The peptide sequence is YEGNSPFHPL. The MHC is HLA-B45:01 with pseudo-sequence HLA-B45:01. The binding affinity (normalized) is 0.0146. (5) The peptide sequence is AHLLNGQPI. The MHC is H-2-Db with pseudo-sequence H-2-Db. The binding affinity (normalized) is 0.624. (6) The peptide sequence is VFMDNAFKK. The MHC is HLA-B46:01 with pseudo-sequence HLA-B46:01. The binding affinity (normalized) is 0.0847. (7) The peptide sequence is GVAMPNLYK. The binding affinity (normalized) is 0.0847. The MHC is HLA-A01:01 with pseudo-sequence HLA-A01:01. (8) The peptide sequence is NLAAQTHLY. The MHC is HLA-A25:01 with pseudo-sequence HLA-A25:01. The binding affinity (normalized) is 0.0847. (9) The peptide sequence is IILKALYML. The MHC is HLA-B57:01 with pseudo-sequence HLA-B57:01. The binding affinity (normalized) is 0.0847.